This data is from Peptide-MHC class I binding affinity with 185,985 pairs from IEDB/IMGT. The task is: Regression. Given a peptide amino acid sequence and an MHC pseudo amino acid sequence, predict their binding affinity value. This is MHC class I binding data. The peptide sequence is FSGKEPISDY. The MHC is HLA-A11:01 with pseudo-sequence HLA-A11:01. The binding affinity (normalized) is 0.